Dataset: TCR-epitope binding with 47,182 pairs between 192 epitopes and 23,139 TCRs. Task: Binary Classification. Given a T-cell receptor sequence (or CDR3 region) and an epitope sequence, predict whether binding occurs between them. The epitope is FLNRFTTTL. The TCR CDR3 sequence is CASLVQGGEQFF. Result: 1 (the TCR binds to the epitope).